This data is from Catalyst prediction with 721,799 reactions and 888 catalyst types from USPTO. The task is: Predict which catalyst facilitates the given reaction. (1) Reactant: [F:1][C:2]1[CH:3]=[C:4]2[C:9](=[C:10]([NH:12][S:13]([C:16]3[CH:21]=[CH:20][CH:19]=[CH:18][C:17]=3[N+:22]([O-])=O)(=[O:15])=[O:14])[CH:11]=1)[N:8]=[CH:7][CH:6]=[CH:5]2.Cl[Sn]Cl. Product: [NH2:22][C:17]1[CH:18]=[CH:19][CH:20]=[CH:21][C:16]=1[S:13]([NH:12][C:10]1[CH:11]=[C:2]([F:1])[CH:3]=[C:4]2[C:9]=1[N:8]=[CH:7][CH:6]=[CH:5]2)(=[O:15])=[O:14]. The catalyst class is: 422. (2) Reactant: O[CH:2]1[CH2:6][CH2:5][N:4]([C:7]([O:9][C:10]([CH3:13])([CH3:12])[CH3:11])=[O:8])[CH2:3]1.[CH3:14][S:15](Cl)(=[O:17])=[O:16]. Product: [CH3:14][S:15]([CH:2]1[CH2:6][CH2:5][N:4]([C:7]([O:9][C:10]([CH3:13])([CH3:12])[CH3:11])=[O:8])[CH2:3]1)(=[O:17])=[O:16]. The catalyst class is: 2. (3) Reactant: [CH2:1]([NH:8][C:9]1[N:14]=[CH:13][C:12]([C:15]#[N:16])=[CH:11][N:10]=1)[C:2]1[CH:7]=[CH:6][CH:5]=[CH:4][CH:3]=1.[N-:17]=[N+:18]=[N-:19].[Na+].[Cl-].[NH4+].N#N.[OH-].[Na+]. Product: [CH2:1]([NH:8][C:9]1[N:10]=[CH:11][C:12]([C:15]2[N:17]=[N:18][NH:19][N:16]=2)=[CH:13][N:14]=1)[C:2]1[CH:3]=[CH:4][CH:5]=[CH:6][CH:7]=1. The catalyst class is: 3. (4) The catalyst class is: 88. Product: [CH3:12][O:11][C:8]1[CH:7]=[C:6]([C:13]2[CH:14]=[CH:15][C:16]([C:19]([F:22])([F:21])[F:20])=[CH:17][CH:18]=2)[C:5]([C:3]([OH:4])=[O:2])=[CH:10][CH:9]=1. Reactant: C[O:2][C:3]([C:5]1[C:6]([C:13]2[CH:18]=[CH:17][C:16]([C:19]([F:22])([F:21])[F:20])=[CH:15][CH:14]=2)=[CH:7][C:8]([O:11][CH3:12])=[CH:9][CH:10]=1)=[O:4].[OH-].[Na+]. (5) Reactant: [C:1]([C:3]1[C@@H:8]([C:9]2[CH:14]=[CH:13][C:12]([C:15]#[N:16])=[CH:11][C:10]=2[S:17]([CH3:20])(=[O:19])=[O:18])[N:7]([C:21](OC2C=CC([N+]([O-])=O)=CC=2)=[O:22])[C:6](=[O:33])[N:5]([C:34]2[CH:39]=[CH:38][CH:37]=[C:36]([C:40]([F:43])([F:42])[F:41])[CH:35]=2)[C:4]=1[CH3:44])#[N:2].[NH:45]1[CH2:49][CH2:48][CH:47]([OH:50])[CH2:46]1. Product: [C:15]([C:12]1[CH:13]=[CH:14][C:9]([C@@H:8]2[C:3]([C:1]#[N:2])=[C:4]([CH3:44])[N:5]([C:34]3[CH:39]=[CH:38][CH:37]=[C:36]([C:40]([F:42])([F:43])[F:41])[CH:35]=3)[C:6](=[O:33])[N:7]2[C:21]([N:45]2[CH2:49][CH2:48][CH:47]([OH:50])[CH2:46]2)=[O:22])=[C:10]([S:17]([CH3:20])(=[O:19])=[O:18])[CH:11]=1)#[N:16]. The catalyst class is: 10.